Dataset: Full USPTO retrosynthesis dataset with 1.9M reactions from patents (1976-2016). Task: Predict the reactants needed to synthesize the given product. (1) Given the product [CH3:20][C:17]1([CH3:21])[O:16][C@@H:15]([CH2:14][C:13]([S:23]([Cl:26])(=[O:25])=[O:24])=[CH2:22])[CH2:19][O:18]1, predict the reactants needed to synthesize it. The reactants are: C([Li])(C)(C)C.CCCCCC.I[C:13](=[CH2:22])[CH2:14][C@H:15]1[CH2:19][O:18][C:17]([CH3:21])([CH3:20])[O:16]1.[S:23](Cl)([Cl:26])(=[O:25])=[O:24]. (2) Given the product [CH2:1]([O:8][C:9]1[CH:16]=[C:13]([CH:14]=[O:15])[C:12]([C:25]2[CH:26]=[C:21]([CH:18]([CH3:20])[CH3:19])[CH:22]=[CH:23][C:24]=2[O:30][CH3:31])=[CH:11][CH:10]=1)[C:2]1[CH:7]=[CH:6][CH:5]=[CH:4][CH:3]=1, predict the reactants needed to synthesize it. The reactants are: [CH2:1]([O:8][C:9]1[CH:10]=[CH:11][C:12](Br)=[C:13]([CH:16]=1)[CH:14]=[O:15])[C:2]1[CH:7]=[CH:6][CH:5]=[CH:4][CH:3]=1.[CH:18]([C:21]1[CH:22]=[CH:23][C:24]([O:30][CH3:31])=[C:25](B(O)O)[CH:26]=1)([CH3:20])[CH3:19].C(=O)([O-])[O-].[Cs+].[Cs+].C(OCC)(=O)C. (3) Given the product [C:40]([O:44][C:38](=[O:23])[NH:35][C:4]1[CH:5]=[C:6]([C:7]2[CH:12]=[CH:11][CH:10]=[CH:9][N:8]=2)[N:2]([CH3:1])[N:3]=1)([CH3:43])([CH3:42])[CH3:41], predict the reactants needed to synthesize it. The reactants are: [CH3:1][N:2]1[C:6]([C:7]2[CH:12]=[CH:11][CH:10]=[CH:9][N:8]=2)=[CH:5][C:4](C(O)=O)=[N:3]1.C1(P(N=[N+]=[N-])(C2C=CC=CC=2)=[O:23])C=CC=CC=1.C([N:35]([CH2:38]C)CC)C.[C:40]([OH:44])([CH3:43])([CH3:42])[CH3:41]. (4) Given the product [N+:13]([C:16]1[CH:22]=[CH:21][CH:20]=[CH:19][C:17]=1[NH:18][C:3]1[C:2]([CH3:1])=[C:10]([CH3:11])[CH:9]=[CH:8][C:4]=1[C:5]([OH:7])=[O:6])([O-:15])=[O:14], predict the reactants needed to synthesize it. The reactants are: [CH3:1][C:2]1[C:3](I)=[C:4]([CH:8]=[CH:9][C:10]=1[CH3:11])[C:5]([OH:7])=[O:6].[N+:13]([C:16]1[CH:22]=[CH:21][CH:20]=[CH:19][C:17]=1[NH2:18])([O-:15])=[O:14].C(=O)([O-])[O-].[K+].[K+].CN(C)C=O. (5) Given the product [NH2:1][C:4]1[CH:5]=[N:6][CH:7]=[C:8]([Cl:11])[C:9]=1[Cl:10], predict the reactants needed to synthesize it. The reactants are: [N+:1]([C:4]1[CH:5]=[N:6][CH:7]=[C:8]([Cl:11])[C:9]=1[Cl:10])([O-])=O.Cl[Sn]Cl.